This data is from Forward reaction prediction with 1.9M reactions from USPTO patents (1976-2016). The task is: Predict the product of the given reaction. (1) Given the reactants [CH2:1]1[C@@H:5]2[C@@H:6]3[C:11](=[O:12])[O:10][C:8](=[O:9])[C@@H:7]3[C@H:2]1[CH:3]=[CH:4]2.C1(C)C=CC=CC=1.COC1C=CC2N=CC=C([C@H](O)[C@@H]3N4C[C@H](C=C)C(CC4)C3)C=2C=1.[CH3:44][OH:45], predict the reaction product. The product is: [CH3:44][O:45][C:11]([C@H:6]1[C@H:5]2[CH2:1][C@H:2]([CH:3]=[CH:4]2)[C@H:7]1[C:8]([OH:10])=[O:9])=[O:12]. (2) Given the reactants C(OC(=O)[NH:10][CH2:11][C@@H:12]1[CH2:16][CH2:15][N:14]([C:17]2[C:26]3[C:21](=[CH:22][CH:23]=[C:24]([F:27])[CH:25]=3)[N:20]=[C:19]([C:28]3[CH:33]=[CH:32][CH:31]=[CH:30][C:29]=3[OH:34])[N:18]=2)[CH2:13]1)C1C=CC=CC=1, predict the reaction product. The product is: [NH2:10][CH2:11][C@@H:12]1[CH2:16][CH2:15][N:14]([C:17]2[C:26]3[C:21](=[CH:22][CH:23]=[C:24]([F:27])[CH:25]=3)[N:20]=[C:19]([C:28]3[CH:33]=[CH:32][CH:31]=[CH:30][C:29]=3[OH:34])[N:18]=2)[CH2:13]1. (3) Given the reactants C([O:4][C@@H:5]1[C@@H:10]([O:11]C(=O)C)[C@H:9]([O:15]C(=O)C)[C@@H:8]([CH2:19][O:20]C(=O)C)[O:7][C@H:6]1[O:24][C:25]1[C:29]([CH2:30][C:31]2[CH:36]=[CH:35][C:34]([CH2:37][CH2:38][CH2:39][C:40](=[O:48])[NH:41][C:42]([C:45]([OH:47])=O)([CH3:44])[CH3:43])=[CH:33][CH:32]=2)=[C:28]([CH:49]([CH3:51])[CH3:50])[NH:27][N:26]=1)(=O)C.[CH2:52]([OH:59])[C:53]([NH2:58])([CH2:56][OH:57])[CH2:54][OH:55].OCCN1CCNCC1, predict the reaction product. The product is: [C@@H:6]1([O:24][C:25]2[C:29]([CH2:30][C:31]3[CH:32]=[CH:33][C:34]([CH2:37][CH2:38][CH2:39][C:40](=[O:48])[NH:41][C:42]([C:45](=[O:47])[NH:58][C:53]([CH2:56][OH:57])([CH2:54][OH:55])[CH2:52][OH:59])([CH3:44])[CH3:43])=[CH:35][CH:36]=3)=[C:28]([CH:49]([CH3:50])[CH3:51])[NH:27][N:26]=2)[O:7][C@H:8]([CH2:19][OH:20])[C@@H:9]([OH:15])[C@H:10]([OH:11])[C@H:5]1[OH:4]. (4) Given the reactants Br[C:2]1[S:3][CH:4]=[CH:5][N:6]=1.[NH:7]1[CH2:12][CH2:11][NH:10][CH2:9][CH2:8]1, predict the reaction product. The product is: [N:7]1([C:2]2[S:3][CH:4]=[CH:5][N:6]=2)[CH2:12][CH2:11][NH:10][CH2:9][CH2:8]1.